From a dataset of Full USPTO retrosynthesis dataset with 1.9M reactions from patents (1976-2016). Predict the reactants needed to synthesize the given product. (1) Given the product [CH3:38][S:39]([C:42]1[CH:47]=[CH:46][C:45]([C:27]2[N:35]3[C:30]([CH:31]=[N:32][C:33]([S:36][CH3:37])=[N:34]3)=[CH:29][CH:28]=2)=[CH:44][CH:43]=1)(=[O:41])=[O:40], predict the reactants needed to synthesize it. The reactants are: C1(P(C2C=CC=CC=2)C2C=CC=CC=2)C=CC=CC=1.O1CCOCC1.Br[C:27]1[N:35]2[C:30]([CH:31]=[N:32][C:33]([S:36][CH3:37])=[N:34]2)=[CH:29][CH:28]=1.[CH3:38][S:39]([C:42]1[CH:47]=[CH:46][C:45](B(O)O)=[CH:44][CH:43]=1)(=[O:41])=[O:40].CN(C)C=O.C(=O)([O-])[O-].[Na+].[Na+].O. (2) Given the product [CH3:11][C:10]1[O:9][N:8]=[C:7]([C:12]2[CH:13]=[CH:14][CH:15]=[CH:16][CH:17]=2)[C:6]=1[C:4]1[N:3]=[CH:2][N:1]([C:24]2[CH:25]=[C:20]([CH:21]=[CH:22][CH:23]=2)[C:18]#[N:19])[CH:5]=1, predict the reactants needed to synthesize it. The reactants are: [NH:1]1[CH:5]=[C:4]([C:6]2[C:7]([C:12]3[CH:17]=[CH:16][CH:15]=[CH:14][CH:13]=3)=[N:8][O:9][C:10]=2[CH3:11])[N:3]=[CH:2]1.[C:18]([C:20]1[CH:21]=[C:22](B(O)O)[CH:23]=[CH:24][CH:25]=1)#[N:19]. (3) Given the product [Cl:42][C:43]1[CH:44]=[CH:45][C:46]([C:49]2([OH:80])[CH2:50][CH2:51][N:52]([CH2:55][CH2:56][CH:57]=[C:58]3[C:68]4[C:63](=[N:64][CH:65]=[CH:66][CH:67]=4)[O:62][C:61]4[CH:69]=[CH:70][CH:71]=[C:72]([C:73]5[O:74][C:75]([OH:21])=[CH:76][CH:77]=5)[C:60]=4[CH2:59]3)[CH2:53][CH2:54]2)=[CH:47][CH:48]=1, predict the reactants needed to synthesize it. The reactants are: ClC1C=CC(C2(O)CCN(CCC=C3C4C(=NC=CC=4)[O:21]C4C=CC=C(OC(C(OCC)=O)(C)C)C=4C3)CC2)=CC=1.[Cl:42][C:43]1[CH:48]=[CH:47][C:46]([C:49]2([OH:80])[CH2:54][CH2:53][N:52]([CH2:55][CH2:56][CH:57]=[C:58]3[C:68]4[C:63](=[N:64][CH:65]=[CH:66][CH:67]=4)[O:62][C:61]4[CH:69]=[CH:70][CH:71]=[C:72]([C:73]5[O:74][C:75](C=O)=[CH:76][CH:77]=5)[C:60]=4[CH2:59]3)[CH2:51][CH2:50]2)=[CH:45][CH:44]=1. (4) The reactants are: [C:1](=[O:13])([O:11][CH3:12])[O:2][C:3]1[CH:8]=[CH:7][C:6]([O:9][CH3:10])=[CH:5][CH:4]=1.[CH3:14][O:15]C(Cl)Cl.Cl.CCOC(C)=O. Given the product [C:1](=[O:13])([O:11][CH3:12])[O:2][C:3]1[CH:4]=[CH:5][C:6]([O:9][CH3:10])=[C:7]([CH:14]=[O:15])[CH:8]=1, predict the reactants needed to synthesize it. (5) The reactants are: [OH:1][C:2]1[CH:7]=[CH:6][C:5]([CH2:8][CH2:9][C:10](O)=[O:11])=[CH:4][CH:3]=1.[CH3:13][O:14][C:15](=[O:25])[C@H:16]([CH2:18][C:19]1[CH:24]=[CH:23][CH:22]=[CH:21][CH:20]=1)[NH2:17].O.ON1C2C=CC=CC=2N=N1.Cl.CN(C)CCCN=C=NCC. Given the product [CH3:13][O:14][C:15](=[O:25])[CH:16]([NH:17][C:10](=[O:11])[CH2:9][CH2:8][C:5]1[CH:6]=[CH:7][C:2]([OH:1])=[CH:3][CH:4]=1)[CH2:18][C:19]1[CH:24]=[CH:23][CH:22]=[CH:21][CH:20]=1, predict the reactants needed to synthesize it. (6) Given the product [C:9]1([C:17]2[CH:18]=[CH:19][CH:20]=[CH:21][CH:22]=2)[CH:10]=[CH:11][C:12]([CH2:15][N:2]2[C:4]([NH2:8])=[CH:5][C:6]([CH3:7])=[N:3]2)=[CH:13][CH:14]=1, predict the reactants needed to synthesize it. The reactants are: O.[NH2:2][NH2:3].[C:4](#[N:8])/[CH:5]=[CH:6]/[CH3:7].[C:9]1([C:17]2[CH:22]=[CH:21][CH:20]=[CH:19][CH:18]=2)[CH:14]=[CH:13][C:12]([CH:15]=O)=[CH:11][CH:10]=1.C(O[Na])(C)(C)C.